Dataset: Full USPTO retrosynthesis dataset with 1.9M reactions from patents (1976-2016). Task: Predict the reactants needed to synthesize the given product. (1) Given the product [Cl:1][C:2]1[C:3]([CH2:12][C:13]2[CH:14]=[CH:15][C:16]([N:19]3[CH:23]=[CH:22][CH:21]=[N:20]3)=[CH:17][CH:18]=2)=[CH:4][C:5]([C:8]([OH:10])=[O:9])=[N:6][CH:7]=1, predict the reactants needed to synthesize it. The reactants are: [Cl:1][C:2]1[C:3]([CH2:12][C:13]2[CH:18]=[CH:17][C:16]([N:19]3[CH:23]=[CH:22][CH:21]=[N:20]3)=[CH:15][CH:14]=2)=[CH:4][C:5]([C:8]([O:10]C)=[O:9])=[N:6][CH:7]=1.[OH-].[Na+].Cl. (2) Given the product [Cl:1][C:2]1[CH:3]=[C:4]([CH:21]=[C:22]([Cl:24])[CH:23]=1)[CH2:5][N:6]1[CH:10]=[CH:9][N:8]=[C:7]1[CH2:11][N:12]([CH2:13][C:14]1[CH:19]=[CH:18][CH:17]=[C:16]([F:20])[CH:15]=1)[CH:26]([CH3:28])[CH3:25], predict the reactants needed to synthesize it. The reactants are: [Cl:1][C:2]1[CH:3]=[C:4]([CH:21]=[C:22]([Cl:24])[CH:23]=1)[CH2:5][N:6]1[CH:10]=[CH:9][N:8]=[C:7]1[CH2:11][NH:12][CH2:13][C:14]1[CH:19]=[CH:18][CH:17]=[C:16]([F:20])[CH:15]=1.[CH3:25][C:26]([CH3:28])=O.[BH3-]C#N.[Na+].O. (3) Given the product [NH2:30][CH2:29][CH2:28][C:24]1[CH:23]=[C:22]([N:7]2[C:8]([NH:10][C:11]([NH:13][C:14]3[CH:19]=[CH:18][CH:17]=[C:16]([Cl:20])[C:15]=3[Cl:21])=[O:12])=[CH:9][C:5]([C:1]([CH3:4])([CH3:3])[CH3:2])=[N:6]2)[CH:27]=[CH:26][CH:25]=1, predict the reactants needed to synthesize it. The reactants are: [C:1]([C:5]1[CH:9]=[C:8]([NH:10][C:11]([NH:13][C:14]2[CH:19]=[CH:18][CH:17]=[C:16]([Cl:20])[C:15]=2[Cl:21])=[O:12])[N:7]([C:22]2[CH:27]=[CH:26][CH:25]=[C:24]([CH2:28][CH2:29][NH:30]C(=O)C(F)(F)F)[CH:23]=2)[N:6]=1)([CH3:4])([CH3:3])[CH3:2].C([O-])([O-])=O.[K+].[K+]. (4) Given the product [Br:1][C:2]1[CH:7]=[CH:6][CH:5]=[CH:4][C:3]=1[O:8][CH2:10][CH2:11][CH2:12][Cl:13], predict the reactants needed to synthesize it. The reactants are: [Br:1][C:2]1[CH:7]=[CH:6][CH:5]=[CH:4][C:3]=1[OH:8].Br[CH2:10][CH2:11][CH2:12][Cl:13].